This data is from Reaction yield outcomes from USPTO patents with 853,638 reactions. The task is: Predict the reaction yield, written as a fraction of the theoretical maximum amount of product (1.0 means a 100% yield; for example, 0.34 means a 34% yield). (1) The reactants are C([Li])(CC)C.[C:6]([C:10]1[CH:15]=[CH:14][CH:13]=[C:12]([CH:16]([O:19][CH3:20])[O:17][CH3:18])[C:11]=1[O:21][CH2:22][O:23][CH3:24])([CH3:9])([CH3:8])[CH3:7].CN(C)CCN(C)C.CN(C)[CH:35]=[O:36].Cl.[BH4-].[Na+]. The catalyst is C(OCC)C.CO.O. The product is [C:6]([C:10]1[CH:15]=[CH:14][C:13]([CH2:35][OH:36])=[C:12]([CH:16]([O:19][CH3:20])[O:17][CH3:18])[C:11]=1[O:21][CH2:22][O:23][CH3:24])([CH3:9])([CH3:7])[CH3:8]. The yield is 0.0800. (2) The reactants are [Cl:1][C:2]1[CH:3]=[C:4]([NH:9][CH2:10][C:11]([OH:13])=O)[CH:5]=[C:6]([Cl:8])[CH:7]=1.C1C=CC2N(O)N=NC=2C=1.Cl.CCN(C(C)C)C(C)C.[F:34][C:35]([F:50])([F:49])[C:36]([NH:38][CH:39]1[C:48]2[C:43](=[CH:44][CH:45]=[CH:46][CH:47]=2)[CH2:42][NH:41][CH2:40]1)=[O:37]. The catalyst is CN(C=O)C.CCOC(C)=O. The product is [Cl:8][C:6]1[CH:5]=[C:4]([NH:9][CH2:10][C:11]([N:41]2[CH2:40][CH:39]([NH:38][C:36](=[O:37])[C:35]([F:50])([F:34])[F:49])[C:48]3[C:43](=[CH:44][CH:45]=[CH:46][CH:47]=3)[CH2:42]2)=[O:13])[CH:3]=[C:2]([Cl:1])[CH:7]=1. The yield is 0.740. (3) The product is [C:11]([O:10][C:9](=[O:15])[NH:8][CH:4]1[CH2:5][CH2:6][CH2:7][C:2](=[O:1])[CH2:3]1)([CH3:14])([CH3:12])[CH3:13]. The reactants are [OH:1][CH:2]1[CH2:7][CH2:6][CH2:5][CH:4]([NH:8][C:9](=[O:15])[O:10][C:11]([CH3:14])([CH3:13])[CH3:12])[CH2:3]1.CC(OI1(OC(C)=O)(OC(C)=O)OC(=O)C2C=CC=CC1=2)=O. The yield is 0.910. The catalyst is C(Cl)Cl. (4) The reactants are [F:1][C:2]1[C:3]2[N:4]([CH:20]=[N:21][CH:22]=2)[C:5]([NH:11][C:12]2[CH:17]=[CH:16][C:15]([I:18])=[CH:14][C:13]=2[F:19])=[C:6]([C:8]([OH:10])=O)[CH:7]=1.[CH3:23][C:24]1([CH3:32])[O:28][C@@H:27]([CH2:29][O:30][NH2:31])[CH2:26][O:25]1.CCN=C=NCCCN(C)C.C1C=CC2N(O)N=NC=2C=1.CCN(C(C)C)C(C)C. The catalyst is CN(C=O)C. The product is [CH3:23][C:24]1([CH3:32])[O:28][C@@H:27]([CH2:29][O:30][NH:31][C:8]([C:6]2[CH:7]=[C:2]([F:1])[C:3]3[N:4]([CH:20]=[N:21][CH:22]=3)[C:5]=2[NH:11][C:12]2[CH:17]=[CH:16][C:15]([I:18])=[CH:14][C:13]=2[F:19])=[O:10])[CH2:26][O:25]1. The yield is 0.970. (5) The reactants are [Cl:1][C:2]1[CH:7]=[CH:6][C:5]([OH:8])=[CH:4][C:3]=1[N+:9]([O-])=O.C(O)(=O)C. The catalyst is O.[Fe]. The product is [NH2:9][C:3]1[CH:4]=[C:5]([OH:8])[CH:6]=[CH:7][C:2]=1[Cl:1]. The yield is 0.880. (6) The reactants are [Si](O[CH2:9][CH2:10][C:11]([OH:18])([C:16]#[CH:17])[C:12]([O:14]C)=[O:13])(C(C)(C)C)(C)C.[F-].C([N+](CCCC)(CCCC)CCCC)CCC. The catalyst is C1COCC1.C(OCC)(=O)C. The product is [C:16]([C:11]1([OH:18])[CH2:10][CH2:9][O:14][C:12]1=[O:13])#[CH:17]. The yield is 0.320. (7) The reactants are [NH2:1][C:2]1[C:11]2[C:6](=[C:7](Br)[CH:8]=[CH:9][CH:10]=2)[N:5]=[N:4][C:3]=1[C:13]([NH:15][CH2:16][CH2:17][CH3:18])=[O:14].[Cl:19][C:20]1[CH:21]=[C:22](B(O)O)[CH:23]=[N:24][C:25]=1[O:26][CH3:27]. No catalyst specified. The product is [NH2:1][C:2]1[C:11]2[C:6](=[C:7]([C:22]3[CH:23]=[N:24][C:25]([O:26][CH3:27])=[C:20]([Cl:19])[CH:21]=3)[CH:8]=[CH:9][CH:10]=2)[N:5]=[N:4][C:3]=1[C:13]([NH:15][CH2:16][CH2:17][CH3:18])=[O:14]. The yield is 0.420. (8) The reactants are [CH2:1]([C:8]1[C:12]2[CH:13]=[C:14]([CH3:18])[CH:15]=[C:16]([Br:17])[C:11]=2[O:10][CH:9]=1)[C:2]1[CH:7]=[CH:6][CH:5]=[CH:4][CH:3]=1.P(Cl)(Cl)(Cl)=O.[OH-].[Na+].CN([CH:29]=[O:30])C. No catalyst specified. The product is [CH2:1]([C:8]1[C:12]2[CH:13]=[C:14]([CH3:18])[CH:15]=[C:16]([Br:17])[C:11]=2[O:10][C:9]=1[CH:29]=[O:30])[C:2]1[CH:3]=[CH:4][CH:5]=[CH:6][CH:7]=1. The yield is 0.610. (9) The reactants are [F:1][C:2]1[CH:7]=[CH:6][CH:5]=[CH:4][C:3]=1[C:8]1[N:13]=[CH:12][C:11]([NH2:14])=[CH:10][CH:9]=1.[CH3:15][S:16][C:17]1[CH:25]=[CH:24][C:20]([C:21](O)=[O:22])=[CH:19][C:18]=1[N+:26]([O-:28])=[O:27].C1CN([P+](ON2N=NC3C=CC=CC2=3)(N2CCCC2)N2CCCC2)CC1.F[P-](F)(F)(F)(F)F.C(N(C(C)C)C(C)C)C. The catalyst is CN(C=O)C. The product is [F:1][C:2]1[CH:7]=[CH:6][CH:5]=[CH:4][C:3]=1[C:8]1[N:13]=[CH:12][C:11]([NH:14][C:21](=[O:22])[C:20]2[CH:24]=[CH:25][C:17]([S:16][CH3:15])=[C:18]([N+:26]([O-:28])=[O:27])[CH:19]=2)=[CH:10][CH:9]=1. The yield is 0.750. (10) The reactants are [C:1]([Si:5]([C:39]1[CH:44]=[CH:43][CH:42]=[CH:41][CH:40]=1)([C:33]1[CH:38]=[CH:37][CH:36]=[CH:35][CH:34]=1)[O:6][CH2:7][C:8]([C:11]1[CH:15]=[C:14]([NH:16][C:17](=[O:32])[C:18]([S:21]([CH2:24][CH:25]2[CH2:30][CH2:29][CH:28]([OH:31])[CH2:27][CH2:26]2)(=[O:23])=[O:22])([CH3:20])[CH3:19])[O:13][N:12]=1)([CH3:10])[CH3:9])([CH3:4])([CH3:3])[CH3:2].[Cr](Cl)([O-])(=O)=O.[NH+]1C=CC=CC=1. The catalyst is C(Cl)Cl.C(OCC)C. The product is [C:1]([Si:5]([C:33]1[CH:34]=[CH:35][CH:36]=[CH:37][CH:38]=1)([C:39]1[CH:44]=[CH:43][CH:42]=[CH:41][CH:40]=1)[O:6][CH2:7][C:8]([C:11]1[CH:15]=[C:14]([NH:16][C:17](=[O:32])[C:18]([CH3:20])([S:21]([CH2:24][CH:25]2[CH2:30][CH2:29][C:28](=[O:31])[CH2:27][CH2:26]2)(=[O:23])=[O:22])[CH3:19])[O:13][N:12]=1)([CH3:10])[CH3:9])([CH3:2])([CH3:3])[CH3:4]. The yield is 0.540.